This data is from Full USPTO retrosynthesis dataset with 1.9M reactions from patents (1976-2016). The task is: Predict the reactants needed to synthesize the given product. (1) The reactants are: [H-].[Na+].[C:3](#[N:5])[CH3:4].[F:6][C:7]([F:14])([F:13])[C:8](OCC)=[O:9]. Given the product [F:6][C:7]([F:14])([F:13])[C:8](=[O:9])[CH2:4][C:3]#[N:5], predict the reactants needed to synthesize it. (2) Given the product [Br:1][C:2]1[CH:7]=[CH:6][C:5]([O:8][CH2:15][CH2:16][CH2:17][CH2:18][CH2:19][CH3:20])=[CH:4][CH:3]=1, predict the reactants needed to synthesize it. The reactants are: [Br:1][C:2]1[CH:7]=[CH:6][C:5]([OH:8])=[CH:4][CH:3]=1.C(=O)([O-])[O-].[K+].[K+].[CH2:15](Br)[CH2:16][CH2:17][CH2:18][CH2:19][CH3:20]. (3) Given the product [F:33][C:34]([F:53])([F:52])[S:35]([O:16][C:11]1[C:12]([F:15])([F:14])[CH2:13][N:8]([CH2:1][C:2]2[CH:7]=[CH:6][CH:5]=[CH:4][CH:3]=2)[CH2:9][CH:10]=1)(=[O:37])=[O:36], predict the reactants needed to synthesize it. The reactants are: [CH2:1]([N:8]1[CH2:13][C:12]([F:15])([F:14])[C:11]([OH:16])=[C:10](C(OCC)=O)[CH2:9]1)[C:2]1[CH:7]=[CH:6][CH:5]=[CH:4][CH:3]=1.N12CCCN=C1CCCCC2.[F:33][C:34]([F:53])([F:52])[S:35](N(C1C=CC=CC=1)[S:35]([C:34]([F:53])([F:52])[F:33])(=[O:37])=[O:36])(=[O:37])=[O:36].O.